This data is from Full USPTO retrosynthesis dataset with 1.9M reactions from patents (1976-2016). The task is: Predict the reactants needed to synthesize the given product. (1) Given the product [C:1]([O:5][C:6](=[O:7])[NH:8][CH2:9][C:10]1[CH:11]=[C:12]([C:13](=[O:14])[NH:22][CH3:21])[CH:16]=[C:17]([Cl:20])[C:18]=1[F:19])([CH3:4])([CH3:3])[CH3:2], predict the reactants needed to synthesize it. The reactants are: [C:1]([O:5][C:6]([NH:8][CH2:9][C:10]1[CH:11]=[C:12]([CH:16]=[C:17]([Cl:20])[C:18]=1[F:19])[C:13](O)=[O:14])=[O:7])([CH3:4])([CH3:3])[CH3:2].[CH3:21][N:22](C(ON1N=NC2C=CC=NC1=2)=[N+](C)C)C.F[P-](F)(F)(F)(F)F.CN.CCN(C(C)C)C(C)C. (2) Given the product [O:1]=[C:2]1[N:11]([CH2:12][CH:13]=[O:18])[C:10]2[N:9]=[C:8]([C:15]#[N:16])[CH:7]=[CH:6][C:5]=2[CH:4]=[CH:3]1, predict the reactants needed to synthesize it. The reactants are: [O:1]=[C:2]1[N:11]([CH2:12][CH:13]=C)[C:10]2[N:9]=[C:8]([C:15]#[N:16])[CH:7]=[CH:6][C:5]=2[CH:4]=[CH:3]1.I([O-])(=O)(=O)=[O:18].[Na+]. (3) The reactants are: [NH2:1][C:2]1[N:7]=[C:6](O)[C:5]([CH2:9][CH2:10][O:11][CH3:12])=[C:4]([CH3:13])[N:3]=1.P(Cl)(Cl)([Cl:16])=O. Given the product [Cl:16][C:6]1[C:5]([CH2:9][CH2:10][O:11][CH3:12])=[C:4]([CH3:13])[N:3]=[C:2]([NH2:1])[N:7]=1, predict the reactants needed to synthesize it. (4) Given the product [F:14][C:12]1[CH:11]=[CH:10][C:9]([O:15][CH3:16])=[C:8]([C:5]([CH3:7])([CH3:6])[CH2:4][C:3]([OH:17])([C:2]([F:1])([F:39])[F:38])[CH2:18][NH:19][C:20]2[CH:28]=[C:27]([CH3:29])[CH:26]=[C:25]3[C:21]=2[CH:22]=[N:23][N:24]3[C:30]2[CH:31]=[C:32]([OH:36])[CH:33]=[CH:34][CH:35]=2)[CH:13]=1, predict the reactants needed to synthesize it. The reactants are: [F:1][C:2]([F:39])([F:38])[C:3]([CH2:18][NH:19][C:20]1[CH:28]=[C:27]([CH3:29])[CH:26]=[C:25]2[C:21]=1[CH:22]=[N:23][N:24]2[C:30]1[CH:35]=[CH:34][CH:33]=[C:32]([O:36]C)[CH:31]=1)([OH:17])[CH2:4][C:5]([C:8]1[CH:13]=[C:12]([F:14])[CH:11]=[CH:10][C:9]=1[O:15][CH3:16])([CH3:7])[CH3:6].C(=O)=O.CC(C)=O.B(Br)(Br)Br. (5) Given the product [OH:1][CH:2]([CH:36]1[CH2:37][CH2:38][O:39][CH2:40][CH2:41]1)[CH:3]([NH:5][C:6]([C:8]1[C:16]2[C:11](=[N:12][CH:13]=[C:14]([C:17]3[C:25]4[C:20](=[CH:21][C:22]([F:26])=[CH:23][CH:24]=4)[N:19]([CH3:27])[N:18]=3)[N:15]=2)[NH:10][CH:9]=1)=[O:7])[CH3:4], predict the reactants needed to synthesize it. The reactants are: [OH:1][CH:2]([CH:36]1[CH2:41][CH2:40][O:39][CH2:38][CH2:37]1)[CH:3]([NH:5][C:6]([C:8]1[C:16]2[C:11](=[N:12][CH:13]=[C:14]([C:17]3[C:25]4[C:20](=[CH:21][C:22]([F:26])=[CH:23][CH:24]=4)[N:19]([CH3:27])[N:18]=3)[N:15]=2)[N:10](COCC[Si](C)(C)C)[CH:9]=1)=[O:7])[CH3:4].C(Cl)Cl.C(N)CN.O. (6) Given the product [CH:17]([C:2]1[CH:3]=[CH:4][CH:5]=[CH:6][C:1]=1[OH:7])([CH2:18][CH3:19])[CH3:16], predict the reactants needed to synthesize it. The reactants are: [C:1]1([OH:7])[CH:6]=[CH:5][CH:4]=[CH:3][CH:2]=1.CC(=C)C.CC(C)C.[CH2:16]=[CH:17][CH2:18][CH3:19].